From a dataset of Reaction yield outcomes from USPTO patents with 853,638 reactions. Predict the reaction yield, written as a fraction of the theoretical maximum amount of product (1.0 means a 100% yield; for example, 0.34 means a 34% yield). (1) The reactants are [C:1]([O:4][CH2:5][C@@H:6]1[C@@H:11]([O:12][C:13](=[O:15])[CH3:14])[C@H:10]([O:16][C:17](=[O:19])[CH3:18])[C@H:9]([O:20][C:21](=[O:23])[CH3:22])[C@@H:8]([C:24]2[CH:29]=[CH:28][CH:27]=[C:26]([O:30][Si](C(C)(C)C)(C)C)[CH:25]=2)[O:7]1)(=[O:3])[CH3:2].C(O)(=O)C.CCCC[N+](CCCC)(CCCC)CCCC.[F-]. The catalyst is C1COCC1.CCOC(C)=O. The product is [C:13]([O:12][C@H:11]1[C@H:10]([O:16][C:17](=[O:19])[CH3:18])[C@H:9]([O:20][C:21](=[O:23])[CH3:22])[C@@H:8]([C:24]2[CH:29]=[CH:28][CH:27]=[C:26]([OH:30])[CH:25]=2)[O:7][C@@H:6]1[CH2:5][O:4][C:1](=[O:3])[CH3:2])(=[O:15])[CH3:14]. The yield is 0.483. (2) The product is [NH2:10][CH2:11][CH2:12][NH:13][C:3]([C:5]1[N:13]=[CH:12][C:11]2[NH:10][C:9]3[N:14]=[CH:15][C:16]([C:18]4[CH:23]=[CH:22][C:21]([CH2:24][N:25]5[CH2:26][CH2:27][CH2:28][CH2:29][CH2:30]5)=[CH:20][CH:19]=4)=[CH:17][C:8]=3[C:7]=2[CH:6]=1)=[O:4]. The reactants are CO[C:3]([C:5]1[N:13]=[CH:12][C:11]2[NH:10][C:9]3[N:14]=[CH:15][C:16]([C:18]4[CH:23]=[CH:22][C:21]([CH2:24][N:25]5[CH2:30][CH2:29][CH2:28][CH2:27][CH2:26]5)=[CH:20][CH:19]=4)=[CH:17][C:8]=3[C:7]=2[CH:6]=1)=[O:4]. The catalyst is C(N)CN. The yield is 0.280. (3) The reactants are [C:1]([O:4][C:5]1[CH:22]=[CH:21][C:8]2[N:9]=[C:10]([C:12]3[CH:17]=[CH:16][C:15]([N+:18]([O-])=O)=[CH:14][CH:13]=3)[S:11][C:7]=2[CH:6]=1)(=[O:3])[CH3:2]. The catalyst is C1COCC1.CO. The product is [C:1]([O:4][C:5]1[CH:22]=[CH:21][C:8]2[N:9]=[C:10]([C:12]3[CH:17]=[CH:16][C:15]([NH2:18])=[CH:14][CH:13]=3)[S:11][C:7]=2[CH:6]=1)(=[O:3])[CH3:2]. The yield is 0.710. (4) The reactants are [NH2:1][C:2]([CH3:6])([CH3:5])[CH2:3][OH:4].[C:7]([NH:10][C:11]1[S:12][C:13]([S:16](Cl)(=[O:18])=[O:17])=[CH:14][N:15]=1)(=[O:9])[CH3:8].C(N(CC)CC)C. The catalyst is O1CCOCC1. The product is [OH:4][CH2:3][C:2]([NH:1][S:16]([C:13]1[S:12][C:11]([NH:10][C:7](=[O:9])[CH3:8])=[N:15][CH:14]=1)(=[O:17])=[O:18])([CH3:6])[CH3:5]. The yield is 0.590. (5) The reactants are [NH:1]1[CH2:6][CH2:5][NH:4][CH2:3][CH2:2]1.C([N:14]1[CH2:19][CH2:18][C:17](=O)[CH2:16][CH2:15]1)(OC(C)(C)C)=O.[BH-](OC(C)=O)(OC(C)=O)OC(C)=O.[Na+].CC(O)=O. The catalyst is C(Cl)Cl. The product is [N:1]1([N:14]2[CH2:19][CH2:18][CH2:17][CH2:16][CH2:15]2)[CH2:6][CH2:5][NH:4][CH2:3][CH2:2]1. The yield is 0.750.